Dataset: Reaction yield outcomes from USPTO patents with 853,638 reactions. Task: Predict the reaction yield, written as a fraction of the theoretical maximum amount of product (1.0 means a 100% yield; for example, 0.34 means a 34% yield). (1) The reactants are [NH2:1][C:2]1[CH:3]=[C:4]2[C:9](=[CH:10][C:11]=1[NH2:12])[N:8]([CH2:13][CH3:14])[C:7](=[O:15])C[C:5]2([CH3:17])[CH3:16].[CH:18]([C:20]1[C:28]2[C:23](=[CH:24][CH:25]=[C:26]([C:29]([OH:31])=[O:30])[CH:27]=2)[NH:22][N:21]=1)=O.[S].O. The catalyst is CN(C=O)C. The product is [CH2:13]([N:8]1[C:9]2[CH:10]=[C:11]3[NH:12][C:18]([C:20]4[C:28]5[C:23](=[CH:24][CH:25]=[C:26]([C:29]([OH:31])=[O:30])[CH:27]=5)[NH:22][N:21]=4)=[N:1][C:2]3=[CH:3][C:4]=2[C:5]([CH3:16])([CH3:17])[C:7]1=[O:15])[CH3:14]. The yield is 0.870. (2) The reactants are C([O:8][C:9]1[CH:14]=[CH:13][C:12]([NH:15][C:16]2[N:21]=[C:20]([NH:22][CH:23]3[CH2:29][CH2:28][CH2:27][CH2:26][CH2:25][CH2:24]3)[N:19]=[C:18]([N:30]([CH3:37])[CH:31]3[CH2:36][CH2:35][NH:34][CH2:33][CH2:32]3)[N:17]=2)=[CH:11][C:10]=1Cl)C1C=CC=CC=1.C([O-])=O.[NH4+].C(Cl)Cl. The catalyst is O.CO.[Pd]. The product is [CH:23]1([NH:22][C:20]2[N:19]=[C:18]([N:30]([CH3:37])[CH:31]3[CH2:36][CH2:35][NH:34][CH2:33][CH2:32]3)[N:17]=[C:16]([NH:15][C:12]3[CH:11]=[CH:10][C:9]([OH:8])=[CH:14][CH:13]=3)[N:21]=2)[CH2:24][CH2:25][CH2:26][CH2:27][CH2:28][CH2:29]1. The yield is 0.440. (3) The reactants are [C:1]([O:5][C:6]([NH:8][C:9]1[CH:10]=[N:11][CH:12]=[CH:13][C:14]=1B(O)O)=[O:7])([CH3:4])([CH3:3])[CH3:2].Br[C:19]1[C:20]2[O:29][C:28]([CH2:30][N:31]3[CH2:36][CH2:35][N:34]([S:37]([CH3:40])(=[O:39])=[O:38])[CH2:33][C@H:32]3[CH3:41])=[CH:27][C:21]=2[C:22](=[O:26])[N:23]([CH3:25])[CH:24]=1.C(=O)([O-])[O-].[Na+].[Na+]. The catalyst is C(OCC)(=O)C.O.C1C=CC([P]([Pd]([P](C2C=CC=CC=2)(C2C=CC=CC=2)C2C=CC=CC=2)([P](C2C=CC=CC=2)(C2C=CC=CC=2)C2C=CC=CC=2)[P](C2C=CC=CC=2)(C2C=CC=CC=2)C2C=CC=CC=2)(C2C=CC=CC=2)C2C=CC=CC=2)=CC=1. The product is [C:1]([O:5][C:6](=[O:7])[NH:8][C:9]1[CH:10]=[N:11][CH:12]=[CH:13][C:14]=1[C:19]1[C:20]2[O:29][C:28]([CH2:30][N:31]3[CH2:36][CH2:35][N:34]([S:37]([CH3:40])(=[O:38])=[O:39])[CH2:33][C@H:32]3[CH3:41])=[CH:27][C:21]=2[C:22](=[O:26])[N:23]([CH3:25])[CH:24]=1)([CH3:4])([CH3:3])[CH3:2]. The yield is 0.390. (4) The reactants are [Br:1][C:2]1[CH:10]=[C:9]([O:11][CH3:12])[C:8]([OH:13])=[CH:7][C:3]=1[C:4]([OH:6])=O.S(Cl)(Cl)=O.C[N:19]([CH:21]=O)[CH3:20]. The catalyst is CC(CC(C)=O)C. The product is [CH3:20][N:19]([CH2:21][CH2:4][C:3]1[CH:2]=[CH:10][C:9]([OH:11])=[CH:8][CH:7]=1)[C:4]([C:3]1[CH:7]=[C:8]([OH:13])[C:9]([O:11][CH3:12])=[CH:10][C:2]=1[Br:1])=[O:6]. The yield is 0.650. (5) The reactants are [N:1]1[C:14]2[N:8]3[C:9](=[O:13])[NH:10][CH:11]=[CH:12][C:7]3=[CH:6][C:5]=2[CH:4]=[CH:3][CH:2]=1.[H-].[Na+].[C:17]1([CH3:27])[CH:22]=[CH:21][C:20]([S:23](Cl)(=[O:25])=[O:24])=[CH:19][CH:18]=1. The catalyst is CN(C=O)C. The product is [CH3:27][C:17]1[CH:22]=[CH:21][C:20]([S:23]([N:10]2[CH:11]=[CH:12][C:7]3=[CH:6][C:5]4[CH:4]=[CH:3][CH:2]=[N:1][C:14]=4[N:8]3[C:9]2=[O:13])(=[O:25])=[O:24])=[CH:19][CH:18]=1. The yield is 0.400. (6) The reactants are I[C:2]1[C:10]2[C:9]([NH:11][C:12]3[CH:17]=[CH:16][C:15]([O:18][C:19]4[CH:24]=[CH:23][CH:22]=[CH:21][CH:20]=4)=[CH:14][CH:13]=3)=[CH:8][CH:7]=[N:6][C:5]=2[N:4]([CH2:25][C:26]2[CH:31]=[CH:30][C:29]([O:32][CH3:33])=[CH:28][CH:27]=2)[N:3]=1.[OH:34][C@@H:35]1[CH2:39][CH2:38][N:37]([C:40]([O:42][C:43]([CH3:46])([CH3:45])[CH3:44])=[O:41])[CH2:36]1.N1C2C(=CC=C3C=2N=CC=C3)C=CC=1. The catalyst is C1(C)C=CC=CC=1.[Cu]I. The product is [CH3:33][O:32][C:29]1[CH:30]=[CH:31][C:26]([CH2:25][N:4]2[C:5]3=[N:6][CH:7]=[CH:8][C:9]([NH:11][C:12]4[CH:17]=[CH:16][C:15]([O:18][C:19]5[CH:24]=[CH:23][CH:22]=[CH:21][CH:20]=5)=[CH:14][CH:13]=4)=[C:10]3[C:2]([O:34][C@@H:35]3[CH2:39][CH2:38][N:37]([C:40]([O:42][C:43]([CH3:46])([CH3:45])[CH3:44])=[O:41])[CH2:36]3)=[N:3]2)=[CH:27][CH:28]=1. The yield is 0.620.